Dataset: Forward reaction prediction with 1.9M reactions from USPTO patents (1976-2016). Task: Predict the product of the given reaction. Given the reactants [C:12]([O:11][C:9](O[C:9]([O:11][C:12]([CH3:15])([CH3:14])[CH3:13])=[O:10])=[O:10])([CH3:15])([CH3:14])[CH3:13].[CH:16]([S:18]([NH2:21])(=[O:20])=[O:19])=[CH2:17].C(N(CC)CC)C, predict the reaction product. The product is: [CH:16]([S:18]([NH:21][C:9](=[O:10])[O:11][C:12]([CH3:13])([CH3:14])[CH3:15])(=[O:20])=[O:19])=[CH2:17].